This data is from Reaction yield outcomes from USPTO patents with 853,638 reactions. The task is: Predict the reaction yield, written as a fraction of the theoretical maximum amount of product (1.0 means a 100% yield; for example, 0.34 means a 34% yield). (1) The reactants are N12CCCN=C1CCCCC2.Cl.[NH2:13][CH2:14][C:15]1[CH:23]=[CH:22][CH:21]=[C:20]2[C:16]=1[C:17](=[O:33])[N:18]([CH:25]1[CH2:30][CH2:29][C:28](=[O:31])[NH:27][C:26]1=[O:32])[C:19]2=[O:24].ON1C2C=CC=CC=2N=N1.[C:44]([NH:51][CH2:52][CH2:53][C:54](O)=[O:55])([O:46][C:47]([CH3:50])([CH3:49])[CH3:48])=[O:45].Cl.CN(C)CCCN=C=NCC. The catalyst is CC#N. The product is [C:47]([O:46][C:44]([NH:51][CH2:52][CH2:53][C:54]([NH:13][CH2:14][C:15]1[CH:23]=[CH:22][CH:21]=[C:20]2[C:16]=1[C:17](=[O:33])[N:18]([CH:25]1[CH2:30][CH2:29][C:28](=[O:31])[NH:27][C:26]1=[O:32])[C:19]2=[O:24])=[O:55])=[O:45])([CH3:50])([CH3:49])[CH3:48]. The yield is 0.670. (2) The reactants are Cl.[CH:2]1([CH2:5][NH:6][N:7]2[C:16]3[C:11](=[CH:12][CH:13]=[CH:14][CH:15]=3)[C:10]([OH:17])=[C:9]([C:18]3[NH:23][C:22]4[CH:24]=[CH:25][C:26]([O:28][CH2:29][C:30]#[N:31])=[CH:27][C:21]=4[S:20](=[O:33])(=[O:32])[N:19]=3)[C:8]2=[O:34])[CH2:4][CH2:3]1.[CH3:35][OH:36]. No catalyst specified. The product is [CH:2]1([CH2:5][NH:6][N:7]2[C:16]3[C:11](=[CH:12][CH:13]=[CH:14][CH:15]=3)[C:10]([OH:17])=[C:9]([C:18]3[NH:23][C:22]4[CH:24]=[CH:25][C:26]([O:28][CH2:29][C:30](=[NH:31])[O:36][CH3:35])=[CH:27][C:21]=4[S:20](=[O:33])(=[O:32])[N:19]=3)[C:8]2=[O:34])[CH2:3][CH2:4]1. The yield is 1.00. (3) The catalyst is CO. The reactants are [O:1]1[C:6]2[CH:7]=[CH:8][CH:9]=[CH:10][C:5]=2[N:4]([CH2:11][CH2:12][O:13][C:14]2[CH:19]=[CH:18][C:17]([CH2:20][CH:21]([O:26][CH2:27][CH3:28])[C:22]([O:24]C)=[O:23])=[CH:16][CH:15]=2)[CH2:3][CH2:2]1.[OH-].[Na+]. The yield is 0.660. The product is [O:1]1[C:6]2[CH:7]=[CH:8][CH:9]=[CH:10][C:5]=2[N:4]([CH2:11][CH2:12][O:13][C:14]2[CH:15]=[CH:16][C:17]([CH2:20][CH:21]([O:26][CH2:27][CH3:28])[C:22]([OH:24])=[O:23])=[CH:18][CH:19]=2)[CH2:3][CH2:2]1. (4) The reactants are Cl.[CH2:2]([O:9][C:10]1[C:11]([C:24](O)=[O:25])=[N:12][CH:13]=[C:14]([O:16][CH2:17][C:18]2[CH:23]=[CH:22][CH:21]=[CH:20][CH:19]=2)[CH:15]=1)[C:3]1[CH:8]=[CH:7][CH:6]=[CH:5][CH:4]=1.C(N(C(C)C)CC)(C)C.CN(C)CCCN=C=NCC.ON1C2C=CC=CC=2N=N1.Cl.[CH3:58][O:59][C:60](=[O:63])[CH2:61][NH2:62]. The catalyst is CN(C=O)C. The product is [CH3:58][O:59][C:60](=[O:63])[CH2:61][NH:62][C:24]([C:11]1[C:10]([O:9][CH2:2][C:3]2[CH:8]=[CH:7][CH:6]=[CH:5][CH:4]=2)=[CH:15][C:14]([O:16][CH2:17][C:18]2[CH:23]=[CH:22][CH:21]=[CH:20][CH:19]=2)=[CH:13][N:12]=1)=[O:25]. The yield is 0.400.